From a dataset of Forward reaction prediction with 1.9M reactions from USPTO patents (1976-2016). Predict the product of the given reaction. (1) Given the reactants [CH2:1]([Se:4][Se:5][CH2:6][CH:7]=[CH2:8])[CH:2]=[CH2:3].[CH2:9]([Se:19][Se:20][CH2:21]/[CH:22]=[C:23](/[CH2:25]CC=C(C)C)\[CH3:24])/[CH:10]=[C:11](/[CH2:13]CC=C(C)C)\[CH3:12].C([Se]C/C=C(/CCC=C(C)C)\C)(CCC=C(C)C)(C=C)C.C1(P(C2C=CC=CC=2)C2C=CC=CC=2)C=CC=CC=1.[Se].[S], predict the reaction product. The product is: [CH2:1]([Se:4][Se:5][CH2:6][CH:7]=[CH2:8])[CH:2]=[CH2:3].[CH2:9]([Se:19][Se:20][CH2:21][CH:22]=[CH:23][CH3:24])[CH:10]=[CH:11][CH3:12].[CH2:21]([Se:20][Se:19][CH2:9][CH:10]=[C:11]([CH3:13])[CH3:12])[CH:22]=[C:23]([CH3:25])[CH3:24]. (2) Given the reactants CO[C:3]1[C:4](=[O:10])[C:5](=[O:9])[C:6]=1[O:7][CH3:8].Br[CH2:12][CH2:13][CH2:14][CH2:15][CH2:16][CH3:17].C1COCC1, predict the reaction product. The product is: [CH2:12]([C:3]1[C:4](=[O:10])[C:5](=[O:9])[C:6]=1[O:7][CH3:8])[CH2:13][CH2:14][CH2:15][CH2:16][CH3:17]. (3) Given the reactants [CH2:1]([N:4]1[C:8]2[CH:9]=[CH:10][C:11]([NH2:13])=[CH:12][C:7]=2[N:6]=[CH:5]1)[CH2:2][CH3:3].[Br:14]Br.N.CO.C(Cl)Cl, predict the reaction product. The product is: [CH2:1]([N:4]1[C:8]2[CH:9]=[CH:10][C:11]([NH2:13])=[C:12]([Br:14])[C:7]=2[N:6]=[CH:5]1)[CH2:2][CH3:3]. (4) Given the reactants [OH-].[K+].C(O[CH2:6][CH2:7][CH2:8][CH2:9][O:10][CH2:11][CH3:12])C.O.[CH:14]#[CH:15], predict the reaction product. The product is: [CH:11]([O:10][C:9]1[CH:8]=[CH:7][CH:6]=[CH:15][CH:14]=1)=[CH2:12]. (5) Given the reactants [C:1]1([O:12][CH2:13][C:14]([OH:16])=[O:15])[CH:6]=[CH:5][CH:4]=[CH:3][C:2]=1[O:7][CH2:8][C:9]([OH:11])=[O:10].[C:17]1([S:23]([CH2:26][CH2:27]O)(=[O:25])=[O:24])[CH:22]=[CH:21][CH:20]=[CH:19][CH:18]=1.C[C:30]1[CH:31]=[CH:32][C:33]([S:36]([OH:39])(=[O:38])=O)=[CH:34][CH:35]=1.O.[CH:41]1C=CC=C[CH:42]=1, predict the reaction product. The product is: [C:17]1([S:23]([CH2:26][CH2:27][O:10][C:9](=[O:11])[CH2:8][O:7][C:2]2[CH:3]=[CH:4][CH:5]=[CH:6][C:1]=2[O:12][CH2:13][C:14]([O:16][CH2:41][CH2:42][S:36]([C:33]2[CH:34]=[CH:35][CH:30]=[CH:31][CH:32]=2)(=[O:38])=[O:39])=[O:15])(=[O:25])=[O:24])[CH:22]=[CH:21][CH:20]=[CH:19][CH:18]=1. (6) Given the reactants O[C:2]1[C:11]([N+:12]([O-:14])=[O:13])=[CH:10][C:5]([C:6]([O:8][CH3:9])=[O:7])=[CH:4][C:3]=1[O:15][CH3:16].C(Cl)(=O)C([Cl:20])=O, predict the reaction product. The product is: [Cl:20][C:2]1[C:11]([N+:12]([O-:14])=[O:13])=[CH:10][C:5]([C:6]([O:8][CH3:9])=[O:7])=[CH:4][C:3]=1[O:15][CH3:16]. (7) Given the reactants [C:1]([O:5][C:6]([NH:8][C:9]1[S:10][CH:11]=[C:12](/[C:14](=[N:31]/[O:32][C:33]2([C:36]([O:38][CH:39]([C:46]3[CH:51]=[CH:50][CH:49]=[CH:48][CH:47]=3)[C:40]3[CH:45]=[CH:44][CH:43]=[CH:42][CH:41]=3)=[O:37])[CH2:35][CH2:34]2)/[C:15]([NH:17][C@@H:18]2[C:21](=[O:22])[NH:20][C@@H:19]2[CH2:23][N:24]2[N:28]=[C:27]([CH2:29][OH:30])[CH:26]=[N:25]2)=[O:16])[N:13]=1)=[O:7])([CH3:4])([CH3:3])[CH3:2].CCN(C(C)C)C(C)C.[CH3:61][S:62](Cl)(=[O:64])=[O:63], predict the reaction product. The product is: [C:1]([O:5][C:6]([NH:8][C:9]1[S:10][CH:11]=[C:12](/[C:14](=[N:31]/[O:32][C:33]2([C:36]([O:38][CH:39]([C:46]3[CH:51]=[CH:50][CH:49]=[CH:48][CH:47]=3)[C:40]3[CH:41]=[CH:42][CH:43]=[CH:44][CH:45]=3)=[O:37])[CH2:34][CH2:35]2)/[C:15]([NH:17][C@@H:18]2[C:21](=[O:22])[NH:20][C@@H:19]2[CH2:23][N:24]2[N:28]=[C:27]([CH2:29][O:30][S:62]([CH3:61])(=[O:64])=[O:63])[CH:26]=[N:25]2)=[O:16])[N:13]=1)=[O:7])([CH3:4])([CH3:2])[CH3:3].